Dataset: Full USPTO retrosynthesis dataset with 1.9M reactions from patents (1976-2016). Task: Predict the reactants needed to synthesize the given product. Given the product [CH:8]([O:12][C:2]1[C:11]2[C:6](=[CH:7][C:8]([O:12][CH3:13])=[CH:9][CH:10]=2)[CH:5]=[C:4]([NH:14][C:15]2[CH:19]=[C:18]([CH3:20])[NH:17][N:16]=2)[N:3]=1)([CH3:9])[CH3:7], predict the reactants needed to synthesize it. The reactants are: Cl[C:2]1[C:11]2[C:6](=[CH:7][C:8]([O:12][CH3:13])=[CH:9][CH:10]=2)[CH:5]=[C:4]([NH:14][C:15]2[CH:19]=[C:18]([CH3:20])[NH:17][N:16]=2)[N:3]=1.